This data is from Reaction yield outcomes from USPTO patents with 853,638 reactions. The task is: Predict the reaction yield, written as a fraction of the theoretical maximum amount of product (1.0 means a 100% yield; for example, 0.34 means a 34% yield). (1) The reactants are [Br:1][C:2]1[C:3](NN)=[N:4][C:5]([CH3:9])=[N:6][C:7]=1[CH3:8]. The catalyst is C(Cl)(Cl)Cl.O=[Mn]=O. The product is [Br:1][C:2]1[C:7]([CH3:8])=[N:6][C:5]([CH3:9])=[N:4][CH:3]=1. The yield is 0.730. (2) The reactants are [CH3:1][O:2][C:3](=[O:20])[C:4]([C:7]1[CH:12]=[CH:11][C:10]([CH2:13][CH2:14]OS(C)(=O)=O)=[CH:9][CH:8]=1)([CH3:6])[CH3:5].C(=O)([O-])[O-].[Na+].[Na+].[NH:27]1[CH2:32][CH2:31][CH:30]([C:33]2[NH:37][C:36]3[CH:38]=[CH:39][CH:40]=[CH:41][C:35]=3[N:34]=2)[CH2:29][CH2:28]1.CO. The catalyst is O. The product is [CH3:1][O:2][C:3](=[O:20])[C:4]([C:7]1[CH:12]=[CH:11][C:10]([CH2:13][CH2:14][N:27]2[CH2:28][CH2:29][CH:30]([C:33]3[NH:34][C:35]4[CH:41]=[CH:40][CH:39]=[CH:38][C:36]=4[N:37]=3)[CH2:31][CH2:32]2)=[CH:9][CH:8]=1)([CH3:6])[CH3:5]. The yield is 0.850. (3) The reactants are [Cl:1][C:2]1[CH:3]=[CH:4][C:5]([N+:15]([O-:17])=[O:16])=[C:6]([C:8](=O)[CH:9]=[CH:10][N:11](C)C)[CH:7]=1.O.[NH2:19]N. The catalyst is C(O)C. The product is [Cl:1][C:2]1[CH:3]=[CH:4][C:5]([N+:15]([O-:17])=[O:16])=[C:6]([C:8]2[NH:19][N:11]=[CH:10][CH:9]=2)[CH:7]=1. The yield is 0.830.